The task is: Predict the product of the given reaction.. This data is from Forward reaction prediction with 1.9M reactions from USPTO patents (1976-2016). Given the reactants [ClH:1].[CH3:2][O:3][C:4]1[CH:5]=[C:6](/[C:12](=[CH:15]/[C:16]2[S:17][C:18]([N:21]3[CH2:26][CH2:25][CH:24]([OH:27])[CH2:23][CH2:22]3)=[CH:19][CH:20]=2)/[C:13]#[N:14])[CH:7]=[CH:8][C:9]=1[O:10][CH3:11], predict the reaction product. The product is: [ClH:1].[CH3:2][O:3][C:4]1[CH:5]=[C:6](/[C:12](=[CH:15]/[C:16]2[S:17][C:18]([N:21]3[CH2:22][CH2:23][CH:24]([OH:27])[CH2:25][CH2:26]3)=[CH:19][CH:20]=2)/[C:13]#[N:14])[CH:7]=[CH:8][C:9]=1[O:10][CH3:11].